This data is from Experimentally validated miRNA-target interactions with 360,000+ pairs, plus equal number of negative samples. The task is: Binary Classification. Given a miRNA mature sequence and a target amino acid sequence, predict their likelihood of interaction. (1) The protein sequence of the target gene is MAELRQVPGGRETPQGELRPEVVEDEVPRSPVAEEPGGGGSSSSEAKLSPREEEELDPRIQEELEHLNQASEEINQVELQLDEARTTYRRILQESARKLNTQGSHLGSCIEKARPYYEARRLAKEAQQETQKAALRYERAVSMHNAAREMVFVAEQGVMADKNRLDPTWQEMLNHATCKVNEAEEERLRGEREHQRVTRLCQQAEARVQALQKTLRRAIGKSRPYFELKAQFSQILEEHKAKVTELEQQVAQAKTRYSVALRNLEQISEQIHARRRGGLPPHPLGPRRSSPVGAEAGPED.... The miRNA is hsa-miR-4319 with sequence UCCCUGAGCAAAGCCAC. Result: 1 (interaction). (2) The miRNA is hsa-miR-181d-5p with sequence AACAUUCAUUGUUGUCGGUGGGU. The protein sequence of the target gene is MNRSHRHGAGSGCLGTMEVKSKFGAEFRRFSLERSKPGKFEEFYGLLQHVHKIPNVDVLVGYADIHGDLLPINNDDNYHKAVSTANPLLRIFIQKKEEADYSAFGTDTLIKKKNVLTNVLRPDNHRKKPHIVISMPQDFRPVSSIIDVDILPETHRRVRLYKYGTEKPLGFYIRDGSSVRVTPHGLEKVPGIFISRLVPGGLAQSTGLLAVNDEVLEVNGIEVSGKSLDQVTDMMIANSRNLIITVRPANQRNNVVRNSRTSGSSGQSTDNSLLGYPQQIEPSFEPEDEDSEEDDIIIED.... Result: 1 (interaction). (3) The miRNA is hsa-miR-4284 with sequence GGGCUCACAUCACCCCAU. The protein sequence of the target gene is MAELPGPFLCGALLGFLCLSGLAVEVKVPTEPLSTPLGKTAELTCTYSTSVGDSFALEWSFVQPGKPISESHPILYFTNGHLYPTGSKSKRVSLLQNPPTVGVATLKLTDVHPSDTGTYLCQVNNPPDFYTNGLGLINLTVLVPPSNPLCSQSGQTSVGGSTALRCSSSEGAPKPVYNWVRLGTFPTPSPGSMVQDEVSGQLILTNLSLTSSGTYRCVATNQMGSASCELTLSVTEPSQGRVAGALIGVLLGVLLLSVAAFCLVRFQKERGKKPKETYGGSDLREDAIAPGISEHTCMRA.... Result: 1 (interaction). (4) The miRNA is hsa-miR-4480 with sequence AGCCAAGUGGAAGUUACUUUA. The protein sequence of the target gene is MAELTVEVRGSNGAFYKGFIKDVHEDSLTVVFENNWQPERQVPFNEVRLPPPPDIKKEISEGDEVEVYSRANDQEPCGWWLAKVRMMKGEFYVIEYAACDATYNEIVTFERLRPVNQNKTVKKNTFFKCTVDVPEDLREACANENAHKDFKKAVGACRIFYHPETTQLMILSASEATVKRVNILSDMHLRSIRTKLMLMSRNEEATKHLECTKQLAAAFHEEFVVREDLMGLAIGTHGSNIQQARKVPGVTAIELDEDTGTFRIYGESADAVKKARGFLEFVEDFIQVPRNLVGKVIGKN.... Result: 1 (interaction). (5) The miRNA is hsa-miR-92b-3p with sequence UAUUGCACUCGUCCCGGCCUCC. The protein sequence of the target gene is MAASGVPRGCDILIVYSPDAEEWCQYLQTLFLSSRQVRSQKILTHRLGPEASFSAEDLSLFLSTRCVVVLLSAELVQHFHKPALLPLLQRAFHPPHRVVRLLCGVRDSEEFLDFFPDWAHWQELTCDDEPETYVAAVKKAISEDSGCDSVTDTEPEDEKVVSYSKQQNLPTVTSPGNLMVVQPDRIRCGAETTVYVIVRCKLDDRVATEAEFSPEDSPSVRMEAKVENEYTISVKAPNLSSGNVSLKIYSGDLVVCETVISYYTDMEEIGNLLSNAANPVEFMCQAFKIVPYNTETLDKL.... Result: 1 (interaction).